Dataset: Catalyst prediction with 721,799 reactions and 888 catalyst types from USPTO. Task: Predict which catalyst facilitates the given reaction. (1) Reactant: [CH2:1]([O:8][CH2:9][C:10]1([C:20]#[C:21][CH:22]([C:24]2[CH:29]=[CH:28][C:27]([CH3:30])=[CH:26][CH:25]=2)[OH:23])[CH2:19][CH2:18][C:13]2([O:17][CH2:16][CH2:15][O:14]2)[CH2:12][CH2:11]1)[C:2]1[CH:7]=[CH:6][CH:5]=[CH:4][CH:3]=1. The catalyst class is: 327. Product: [CH2:1]([O:8][CH2:9][C:10]1([C:20]#[C:21][C:22]([C:24]2[CH:29]=[CH:28][C:27]([CH3:30])=[CH:26][CH:25]=2)=[O:23])[CH2:11][CH2:12][C:13]2([O:14][CH2:15][CH2:16][O:17]2)[CH2:18][CH2:19]1)[C:2]1[CH:3]=[CH:4][CH:5]=[CH:6][CH:7]=1. (2) Reactant: [CH2:1]([N:8]1[C:17]2[C:12](=[C:13]([OH:21])[C:14]([C:18](O)=[O:19])=[N:15][CH:16]=2)[CH:11]=[C:10]([C:22]2[CH:27]=[CH:26][CH:25]=[CH:24][CH:23]=2)[C:9]1=[O:28])[C:2]1[CH:7]=[CH:6][CH:5]=[CH:4][CH:3]=1.C1C=CC2N(O)N=NC=2C=1.C(Cl)CCl.Cl.C([O:46][C:47](=[O:52])[CH2:48][CH2:49][CH2:50][NH2:51])C.CCN(C(C)C)C(C)C. Product: [CH2:1]([N:8]1[C:17]2[C:12](=[C:13]([OH:21])[C:14]([C:18]([NH:51][CH2:50][CH2:49][CH2:48][C:47]([OH:46])=[O:52])=[O:19])=[N:15][CH:16]=2)[CH:11]=[C:10]([C:22]2[CH:23]=[CH:24][CH:25]=[CH:26][CH:27]=2)[C:9]1=[O:28])[C:2]1[CH:7]=[CH:6][CH:5]=[CH:4][CH:3]=1. The catalyst class is: 795. (3) Reactant: [CH3:1][C:2]([Si:5]([CH3:29])([CH3:28])[O:6][CH2:7][CH:8]1[CH2:13][N:12](CC2C=CC=CC=2)[CH2:11][CH2:10][N:9]1CC1C=CC=CC=1)([CH3:4])[CH3:3]. Product: [CH3:4][C:2]([Si:5]([CH3:29])([CH3:28])[O:6][CH2:7][CH:8]1[CH2:13][NH:12][CH2:11][CH2:10][NH:9]1)([CH3:1])[CH3:3]. The catalyst class is: 320. (4) Reactant: [Cl:1][C:2]1[C:11]2[C:6](=[CH:7][CH:8]=[C:9](I)[CH:10]=2)[N:5]=[C:4]([O:13][CH3:14])[C:3]=1[C:15]([N:17]1[CH2:22][CH2:21][CH:20]([C:23]([F:26])([F:25])[F:24])[CH2:19][CH2:18]1)=[O:16].[CH3:27][N:28]1[C:32]([C:33]([C:35]2[CH:36]=[N:37][C:38]([C:41]([F:44])([F:43])[F:42])=[CH:39][CH:40]=2)=[O:34])=[CH:31][N:30]=[CH:29]1.[Li]CCCC.[NH4+].[Cl-]. Product: [Cl:1][C:2]1[C:11]2[C:6](=[CH:7][CH:8]=[C:9]([C:33]([C:32]3[N:28]([CH3:27])[CH:29]=[N:30][CH:31]=3)([C:35]3[CH:36]=[N:37][C:38]([C:41]([F:43])([F:42])[F:44])=[CH:39][CH:40]=3)[OH:34])[CH:10]=2)[N:5]=[C:4]([O:13][CH3:14])[C:3]=1[C:15]([N:17]1[CH2:22][CH2:21][CH:20]([C:23]([F:26])([F:25])[F:24])[CH2:19][CH2:18]1)=[O:16]. The catalyst class is: 387. (5) Reactant: [CH:1]1[C:6]2[CH2:7][C@H:8]3[N:13]([CH2:14][CH:15]4[CH2:17][CH2:16]4)[CH2:12][CH2:11][C@:10]45[C@H:18]([C:20]([CH2:22][CH2:23][C@@:9]34[OH:24])=[O:21])[O:19][C:4]([C:5]=25)=[C:3]([OH:25])[CH:2]=1.Cl.[CH2:27](Br)[C:28]1[CH:33]=[CH:32][CH:31]=[CH:30][CH:29]=1.C([O-])([O-])=O.[K+].[K+]. Product: [CH:15]1([CH2:14][N:13]2[CH2:12][CH2:11][C@:10]34[C:5]5[C:4]6[O:19][C@H:18]3[C:20](=[O:21])[CH2:22][CH2:23][C@@:9]4([OH:24])[C@H:8]2[CH2:7][C:6]=5[CH:1]=[CH:2][C:3]=6[O:25][CH2:27][C:28]2[CH:33]=[CH:32][CH:31]=[CH:30][CH:29]=2)[CH2:17][CH2:16]1. The catalyst class is: 517. (6) Reactant: Cl.[NH2:2][CH2:3][CH2:4][O:5][C:6]1[CH:11]=[CH:10][C:9]([NH:12][C:13](=[O:22])[C:14]2[CH:19]=[CH:18][CH:17]=[C:16]([O:20][CH3:21])[CH:15]=2)=[CH:8][C:7]=1[C:23]1[N:27]([CH3:28])[N:26]=[CH:25][CH:24]=1.C(N(CC)CC)C.[Cl:36][C:37]([Cl:47])([O:39][C:40](=O)[O:41]C(Cl)(Cl)Cl)[Cl:38]. Product: [CH3:21][O:20][C:16]1[CH:15]=[C:14]([CH:19]=[CH:18][CH:17]=1)[C:13]([NH:12][C:9]1[CH:10]=[CH:11][C:6]([O:5][CH2:4][CH2:3][NH:2][C:40](=[O:41])[O:39][C:37]([Cl:47])([Cl:38])[Cl:36])=[C:7]([C:23]2[N:27]([CH3:28])[N:26]=[CH:25][CH:24]=2)[CH:8]=1)=[O:22]. The catalyst class is: 4.